From a dataset of NCI-60 drug combinations with 297,098 pairs across 59 cell lines. Regression. Given two drug SMILES strings and cell line genomic features, predict the synergy score measuring deviation from expected non-interaction effect. Drug 1: COC1=CC(=CC(=C1O)OC)C2C3C(COC3=O)C(C4=CC5=C(C=C24)OCO5)OC6C(C(C7C(O6)COC(O7)C8=CC=CS8)O)O. Drug 2: CC1C(C(CC(O1)OC2CC(OC(C2O)C)OC3=CC4=CC5=C(C(=O)C(C(C5)C(C(=O)C(C(C)O)O)OC)OC6CC(C(C(O6)C)O)OC7CC(C(C(O7)C)O)OC8CC(C(C(O8)C)O)(C)O)C(=C4C(=C3C)O)O)O)O. Cell line: SF-268. Synergy scores: CSS=25.0, Synergy_ZIP=1.15, Synergy_Bliss=5.42, Synergy_Loewe=-16.2, Synergy_HSA=4.69.